This data is from Full USPTO retrosynthesis dataset with 1.9M reactions from patents (1976-2016). The task is: Predict the reactants needed to synthesize the given product. (1) Given the product [O:1]1[CH:5]=[C:4]([CH2:6][C@H:7]([O:12][C:13](=[O:41])[C@@H:14]([NH:28][C:29]([C:31]2[CH:40]=[CH:39][C:38]3[C:33](=[CH:34][CH:35]=[CH:36][CH:37]=3)[N:32]=2)=[O:30])[CH2:15][CH2:16][CH2:17][C:18]([OH:20])=[O:19])[CH2:8][C:9]([NH2:11])=[O:10])[C:3]2[CH:42]=[CH:43][CH:44]=[CH:45][C:2]1=2, predict the reactants needed to synthesize it. The reactants are: [O:1]1[CH:5]=[C:4]([CH2:6][C@H:7]([O:12][C:13](=[O:41])[C@@H:14]([NH:28][C:29]([C:31]2[CH:40]=[CH:39][C:38]3[C:33](=[CH:34][CH:35]=[CH:36][CH:37]=3)[N:32]=2)=[O:30])[CH2:15][CH2:16][CH2:17][C:18]([O:20]CC2C=CC=CC=2)=[O:19])[CH2:8][C:9]([NH2:11])=[O:10])[C:3]2[CH:42]=[CH:43][CH:44]=[CH:45][C:2]1=2.C1CCCCC=1. (2) The reactants are: [NH2:1][C:2]1[CH:31]=[CH:30][C:5]([CH2:6][C:7]2[NH:15][C:14]3[C:13](=[O:16])[N:12]([CH2:17][C:18]4[CH:23]=[CH:22][CH:21]=[CH:20][C:19]=4[F:24])[C:11](=[O:25])[N:10]([CH2:26][CH2:27][CH2:28][CH3:29])[C:9]=3[N:8]=2)=[CH:4][CH:3]=1.[CH3:32][C:33]1[CH:38]=[CH:37][C:36]([CH3:39])=[CH:35][C:34]=1[S:40](Cl)(=[O:42])=[O:41]. Given the product [CH2:26]([N:10]1[C:9]2[N:8]=[C:7]([CH2:6][C:5]3[CH:4]=[CH:3][C:2]([NH:1][S:40]([C:34]4[CH:35]=[C:36]([CH3:39])[CH:37]=[CH:38][C:33]=4[CH3:32])(=[O:42])=[O:41])=[CH:31][CH:30]=3)[NH:15][C:14]=2[C:13](=[O:16])[N:12]([CH2:17][C:18]2[CH:23]=[CH:22][CH:21]=[CH:20][C:19]=2[F:24])[C:11]1=[O:25])[CH2:27][CH2:28][CH3:29], predict the reactants needed to synthesize it. (3) Given the product [C:1]([O:5][C:6]([N:8]1[CH2:9][C@@H:10]([CH2:15][N:16]([C:20](=[O:35])[C:21]2[CH:26]=[CH:25][C:24]([CH2:27][CH3:28])=[C:23]([O:29][CH2:30][CH2:31][CH2:32][O:33][CH3:34])[CH:22]=2)[CH:17]([CH3:18])[CH3:19])[C@H:11]([CH2:13][NH:39][CH:36]2[CH2:38][CH2:37]2)[CH2:12]1)=[O:7])([CH3:3])([CH3:2])[CH3:4], predict the reactants needed to synthesize it. The reactants are: [C:1]([O:5][C:6]([N:8]1[CH2:12][C@@H:11]([CH:13]=O)[C@H:10]([CH2:15][N:16]([C:20](=[O:35])[C:21]2[CH:26]=[CH:25][C:24]([CH2:27][CH3:28])=[C:23]([O:29][CH2:30][CH2:31][CH2:32][O:33][CH3:34])[CH:22]=2)[CH:17]([CH3:19])[CH3:18])[CH2:9]1)=[O:7])([CH3:4])([CH3:3])[CH3:2].[CH:36]1([NH2:39])[CH2:38][CH2:37]1.[BH-](OC(C)=O)(OC(C)=O)OC(C)=O.[Na+].C([O-])(O)=O.[Na+]. (4) Given the product [Cl:28][C:6]1[CH:5]=[N:4][CH:3]=[C:2]([Cl:1])[C:7]=1[NH:8][C:9]1[N:13]([CH3:14])[C:12]2[C:15]3[CH2:16][C:17]([CH3:27])([CH3:26])[O:18][C:19]=3[C:20]([C:22]([NH:35][C:34]3[CH:36]=[CH:37][C:31]([C:30]([F:29])([F:38])[F:39])=[CH:32][CH:33]=3)=[O:24])=[CH:21][C:11]=2[N:10]=1, predict the reactants needed to synthesize it. The reactants are: [Cl:1][C:2]1[CH:3]=[N:4][CH:5]=[C:6]([Cl:28])[C:7]=1[NH:8][C:9]1[N:13]([CH3:14])[C:12]2[C:15]3[CH2:16][C:17]([CH3:27])([CH3:26])[O:18][C:19]=3[C:20]([C:22]([O:24]C)=O)=[CH:21][C:11]=2[N:10]=1.[F:29][C:30]([F:39])([F:38])[C:31]1[CH:37]=[CH:36][C:34]([NH2:35])=[CH:33][CH:32]=1.C[Al](C)C. (5) Given the product [CH2:11]([O:10][C:8](=[O:9])[CH2:7][CH:32]1[O:33][B:29]([OH:30])[C:18]2[CH:19]=[C:20]([O:22][C:23]3[CH:24]=[CH:25][CH:26]=[CH:27][CH:28]=3)[CH:21]=[C:14]([CH3:13])[C:15]1=2)[CH3:12], predict the reactants needed to synthesize it. The reactants are: Cl[Si](C)(C)C.Br[CH2:7][C:8]([O:10][CH2:11][CH3:12])=[O:9].[CH3:13][C:14]1[CH:21]=[C:20]([O:22][C:23]2[CH:28]=[CH:27][CH:26]=[CH:25][CH:24]=2)[CH:19]=[C:18]([B:29]2[O:33][C:32](C)(C)C(C)(C)[O:30]2)[C:15]=1C=O.